Dataset: Reaction yield outcomes from USPTO patents with 853,638 reactions. Task: Predict the reaction yield, written as a fraction of the theoretical maximum amount of product (1.0 means a 100% yield; for example, 0.34 means a 34% yield). (1) The reactants are CN(C)C=O.Cl[C:7]1[CH:14]=[CH:13][C:10]([C:11]#[N:12])=[CH:9][C:8]=1[N+:15]([O-:17])=[O:16].[CH2:18](C([Sn])=C(CCCC)CCCC)[CH2:19]CC. The catalyst is C(OCC)(=O)C.CCCCCC.Cl[Pd](Cl)([P](C1C=CC=CC=1)(C1C=CC=CC=1)C1C=CC=CC=1)[P](C1C=CC=CC=1)(C1C=CC=CC=1)C1C=CC=CC=1. The product is [N+:15]([C:8]1[CH:9]=[C:10]([CH:13]=[CH:14][C:7]=1[CH:18]=[CH2:19])[C:11]#[N:12])([O-:17])=[O:16]. The yield is 0.820. (2) The reactants are [CH2:1]1[C:10]2[C:5](=[CH:6][CH:7]=[CH:8][CH:9]=2)[CH2:4][CH2:3][NH:2]1.C(N(CC)CC)C.[C:18](Cl)(=[O:21])[CH:19]=[CH2:20]. The catalyst is ClCCl.O. The product is [CH2:1]1[C:10]2[C:5](=[CH:6][CH:7]=[CH:8][CH:9]=2)[CH2:4][CH2:3][N:2]1[C:18](=[O:21])[CH:19]=[CH2:20]. The yield is 0.570. (3) The reactants are [CH:1]1([NH:4][C:5]2[CH:6]=[C:7]([O:26][CH2:27][CH2:28][O:29][CH3:30])[CH:8]=[C:9]3[C:13]=2[N:12]([C:14]([O:16][C:17]([CH3:20])([CH3:19])[CH3:18])=[O:15])[CH:11]([C:21]([O:23][CH2:24][CH3:25])=[O:22])[CH2:10]3)[CH2:3][CH2:2]1.[N:31]1[CH:36]=[CH:35][CH:34]=[CH:33][C:32]=1[S:37](Cl)(=[O:39])=[O:38]. The catalyst is N1C=CC=CC=1. The product is [CH:1]1([N:4]([S:37]([C:32]2[CH:33]=[CH:34][CH:35]=[CH:36][N:31]=2)(=[O:39])=[O:38])[C:5]2[CH:6]=[C:7]([O:26][CH2:27][CH2:28][O:29][CH3:30])[CH:8]=[C:9]3[C:13]=2[N:12]([C:14]([O:16][C:17]([CH3:19])([CH3:18])[CH3:20])=[O:15])[CH:11]([C:21]([O:23][CH2:24][CH3:25])=[O:22])[CH2:10]3)[CH2:2][CH2:3]1. The yield is 0.670. (4) The reactants are [Si:1]([O:8][C@@H:9]1[C@@H:13]([CH2:14][O:15][Si](C(C)(C)C)(C)C)[CH2:12][C@@H:11]([NH:23][C:24]2[C:29]([C:30]([C:32]3[S:33][C:34]([CH2:37][C:38]4[CH:43]=[CH:42][CH:41]=[C:40]([Cl:44])[CH:39]=4)=[CH:35][CH:36]=3)=[O:31])=[CH:28][N:27]=[CH:26][N:25]=2)[C@H:10]1[F:45])([C:4]([CH3:7])([CH3:6])[CH3:5])([CH3:3])[CH3:2].Cl. The catalyst is CCO. The product is [Si:1]([O:8][C@@H:9]1[C@@H:13]([CH2:14][OH:15])[CH2:12][C@@H:11]([NH:23][C:24]2[C:29]([C:30]([C:32]3[S:33][C:34]([CH2:37][C:38]4[CH:43]=[CH:42][CH:41]=[C:40]([Cl:44])[CH:39]=4)=[CH:35][CH:36]=3)=[O:31])=[CH:28][N:27]=[CH:26][N:25]=2)[C@H:10]1[F:45])([C:4]([CH3:7])([CH3:5])[CH3:6])([CH3:2])[CH3:3]. The yield is 0.490. (5) The reactants are C([O:8][C:9]([NH:11][CH:12](P(OCC)(OCC)=O)[C:13]([O:15][CH3:16])=[O:14])=O)C1C=CC=CC=1.CN(C)C(N(C)C)=N.[NH:33]1[CH:37]=[CH:36][CH:35]=[C:34]1[CH:38]=O. The catalyst is C(Cl)Cl. The product is [O:8]=[C:9]1[N:33]2[CH:37]=[CH:36][CH:35]=[C:34]2[CH:38]=[C:12]([C:13]([O:15][CH3:16])=[O:14])[NH:11]1. The yield is 0.510. (6) The reactants are C[Si](C)(C)[N-][Si](C)(C)C.[Li+].[F:11][C:12]1[CH:18]=[C:17]([I:19])[CH:16]=[CH:15][C:13]=1[NH2:14].[Br:20][C:21]1[CH:22]=[C:23]([C:27](F)=[CH:28][N:29]=1)[C:24]([OH:26])=[O:25]. The catalyst is C1COCC1.CCOC(C)=O. The product is [Br:20][C:21]1[CH:22]=[C:23]([C:27]([NH:14][C:13]2[CH:15]=[CH:16][C:17]([I:19])=[CH:18][C:12]=2[F:11])=[CH:28][N:29]=1)[C:24]([OH:26])=[O:25]. The yield is 0.590.